Dataset: Catalyst prediction with 721,799 reactions and 888 catalyst types from USPTO. Task: Predict which catalyst facilitates the given reaction. (1) The catalyst class is: 64. Reactant: [CH3:1][O:2][C:3]1[CH:22]=[CH:21][C:6]([O:7][C:8]2[CH:13]=[CH:12][C:11]([C:14](=[O:20])[CH2:15][CH2:16][C:17]([OH:19])=O)=[CH:10][CH:9]=2)=[CH:5][CH:4]=1.[NH2:23][CH2:24][CH2:25][C:26]1[CH:27]=[N:28][CH:29]=[CH:30][CH:31]=1.CCN=C=NCCCN(C)C.C([O-])(O)=O.[Na+]. Product: [CH3:1][O:2][C:3]1[CH:4]=[CH:5][C:6]([O:7][C:8]2[CH:9]=[CH:10][C:11]([C:14](=[O:20])[CH2:15][CH2:16][C:17]([NH:23][CH2:24][CH2:25][C:26]3[CH:27]=[N:28][CH:29]=[CH:30][CH:31]=3)=[O:19])=[CH:12][CH:13]=2)=[CH:21][CH:22]=1. (2) Product: [Br:15][C:16]1[CH:17]=[C:18]([Cl:27])[C:19]2[O:26][CH:23]([CH3:24])[CH2:22][C:20]=2[CH:21]=1. The catalyst class is: 1. Reactant: N(C(OC(C)C)=O)=NC(OC(C)C)=O.[Br:15][C:16]1[CH:21]=[C:20]([CH2:22][CH:23](O)[CH3:24])[C:19]([OH:26])=[C:18]([Cl:27])[CH:17]=1.C1(P(C2C=CC=CC=2)C2C=CC=CC=2)C=CC=CC=1. (3) Reactant: Br[CH2:2][CH:3]([CH3:5])[CH3:4].[OH:6][C:7]1[C:11]([CH3:12])=[CH:10][N:9]([C:13](=[O:15])[CH3:14])[N:8]=1.C(=O)([O-])[O-].[K+].[K+].CN(C=O)C. Product: [CH2:2]([O:6][C:7]1[C:11]([CH3:12])=[CH:10][N:9]([C:13](=[O:15])[CH3:14])[N:8]=1)[CH:3]([CH3:5])[CH3:4]. The catalyst class is: 161. (4) Reactant: [F:1][C:2]([F:51])([F:50])[C:3]1[CH:4]=[C:5]([CH:43]=[C:44]([C:46]([F:49])([F:48])[F:47])[CH:45]=1)[CH2:6][N:7]([CH2:23][C:24]1[CH:29]=[C:28]([C:30]([F:33])([F:32])[F:31])[CH:27]=[CH:26][C:25]=1B1OC(C)(C)C(C)(C)O1)[C:8]1[N:13]=[CH:12][C:11]([O:14][CH2:15][CH2:16][CH2:17][C:18]([O:20][CH2:21][CH3:22])=[O:19])=[CH:10][N:9]=1.Cl[C:53]1[C:58]([O:59][CH3:60])=[CH:57][N:56]=[C:55]([S:61][CH3:62])[N:54]=1.C(=O)([O-])[O-].[Cs+].[Cs+].C(Cl)(Cl)Cl. Product: [F:49][C:46]([F:47])([F:48])[C:44]1[CH:43]=[C:5]([CH:4]=[C:3]([C:2]([F:1])([F:50])[F:51])[CH:45]=1)[CH2:6][N:7]([CH2:23][C:24]1[CH:29]=[C:28]([C:30]([F:33])([F:32])[F:31])[CH:27]=[CH:26][C:25]=1[C:53]1[C:58]([O:59][CH3:60])=[CH:57][N:56]=[C:55]([S:61][CH3:62])[N:54]=1)[C:8]1[N:9]=[CH:10][C:11]([O:14][CH2:15][CH2:16][CH2:17][C:18]([O:20][CH2:21][CH3:22])=[O:19])=[CH:12][N:13]=1. The catalyst class is: 38. (5) Reactant: [F:1][C:2]1[CH:10]=[C:9]2[C:5]([CH2:6][CH2:7][N:8]2[CH:11]2[CH2:16][CH2:15][N:14](C(OC(C)(C)C)=O)[CH2:13][CH2:12]2)=[CH:4][CH:3]=1.C(O)(C(F)(F)F)=O.[ClH:31].CCCCCC. Product: [F:1][C:2]1[CH:10]=[C:9]2[C:5]([CH2:6][CH2:7][N:8]2[CH:11]2[CH2:16][CH2:15][NH:14][CH2:13][CH2:12]2)=[CH:4][CH:3]=1.[ClH:31]. The catalyst class is: 2. (6) Reactant: N1(O[C:11]2[N:16]=[C:15]([NH:17][CH2:18][C:19]3[CH:20]=[N:21][N:22]([CH3:24])[CH:23]=3)[C:14]([C:25]([NH2:27])=[O:26])=[CH:13][N:12]=2)C2C=CC=CC=2N=N1.[C:28]([NH:31][C:32]1[CH:33]=[C:34]([CH:36]=[CH:37][CH:38]=1)[NH2:35])(=[O:30])[CH3:29].CC1C=CC(S(O)(=O)=O)=CC=1.O. Product: [C:28]([NH:31][C:32]1[CH:33]=[C:34]([NH:35][C:11]2[N:16]=[C:15]([NH:17][CH2:18][C:19]3[CH:20]=[N:21][N:22]([CH3:24])[CH:23]=3)[C:14]([C:25]([NH2:27])=[O:26])=[CH:13][N:12]=2)[CH:36]=[CH:37][CH:38]=1)(=[O:30])[CH3:29]. The catalyst class is: 37.